From a dataset of Reaction yield outcomes from USPTO patents with 853,638 reactions. Predict the reaction yield, written as a fraction of the theoretical maximum amount of product (1.0 means a 100% yield; for example, 0.34 means a 34% yield). The reactants are [CH3:1][O:2][C:3]1[CH:8]=[CH:7][NH:6][C:5](=[O:9])[CH:4]=1.CC([O-])(C)C.[K+].[CH:16]1[CH:21]=[CH:20][C:19]([CH2:22]Br)=[CH:18][CH:17]=1. The catalyst is C1COCC1.CCCC[N+](CCCC)(CCCC)CCCC.[I-]. The product is [CH2:22]([N:6]1[CH:7]=[CH:8][C:3]([O:2][CH3:1])=[CH:4][C:5]1=[O:9])[C:19]1[CH:20]=[CH:21][CH:16]=[CH:17][CH:18]=1. The yield is 0.870.